Dataset: Forward reaction prediction with 1.9M reactions from USPTO patents (1976-2016). Task: Predict the product of the given reaction. (1) Given the reactants [Cl:1][C:2]1[CH:3]=[C:4]2[C:8](=[CH:9][CH:10]=1)[N:7]([C:11]1[N:15]([CH3:16])[N:14]=[C:13]([CH3:17])[C:12]=1[CH2:18][CH2:19][CH2:20][OH:21])[CH:6]=[CH:5]2.[CH2:22]([N:24]=[C:25]=[O:26])[CH3:23], predict the reaction product. The product is: [CH2:22]([NH:24][C:25](=[O:26])[O:21][CH2:20][CH2:19][CH2:18][C:12]1[C:13]([CH3:17])=[N:14][N:15]([CH3:16])[C:11]=1[N:7]1[C:8]2[C:4](=[CH:3][C:2]([Cl:1])=[CH:10][CH:9]=2)[CH:5]=[CH:6]1)[CH3:23]. (2) Given the reactants Cl[C:2]1[CH:7]=[CH:6][N:5]=[C:4]([O:8][CH3:9])[N:3]=1.[C:10]1(/[CH:16]=[CH:17]/B(O)O)[CH:15]=[CH:14][CH:13]=[CH:12][CH:11]=1.C(=O)([O-])[O-].[K+].[K+], predict the reaction product. The product is: [CH3:9][O:8][C:4]1[N:3]=[C:2](/[CH:17]=[CH:16]/[C:10]2[CH:15]=[CH:14][CH:13]=[CH:12][CH:11]=2)[CH:7]=[CH:6][N:5]=1. (3) Given the reactants [BH4-].[Na+].[N:3]1([C:12]2[CH:17]=[CH:16][C:15]([C:18]3[CH:23]=[CH:22][C:21]([CH:24]=[O:25])=[CH:20][CH:19]=3)=[CH:14][CH:13]=2)[C:11]2[C:6](=[CH:7][CH:8]=[CH:9][CH:10]=2)[CH:5]=[CH:4]1.C1COCC1.Cl, predict the reaction product. The product is: [N:3]1([C:12]2[CH:17]=[CH:16][C:15]([C:18]3[CH:23]=[CH:22][C:21]([CH2:24][OH:25])=[CH:20][CH:19]=3)=[CH:14][CH:13]=2)[C:11]2[C:6](=[CH:7][CH:8]=[CH:9][CH:10]=2)[CH:5]=[CH:4]1.